From a dataset of Reaction yield outcomes from USPTO patents with 853,638 reactions. Predict the reaction yield, written as a fraction of the theoretical maximum amount of product (1.0 means a 100% yield; for example, 0.34 means a 34% yield). (1) The reactants are [CH3:1][C:2]1([C:5]#[C:6][C:7]2[CH:12]=[C:11]([N+:13]([O-:15])=[O:14])[CH:10]=[CH:9][C:8]=2[NH:16]C(=O)CCC)[CH2:4][CH2:3]1.CCCC[N+](CCCC)(CCCC)CCCC.[F-]. The catalyst is C1COCC1. The product is [CH3:1][C:2]1([C:5]2[NH:16][C:8]3[C:7]([CH:6]=2)=[CH:12][C:11]([N+:13]([O-:15])=[O:14])=[CH:10][CH:9]=3)[CH2:4][CH2:3]1. The yield is 0.710. (2) The reactants are [O:1]1[CH2:6][CH2:5][CH2:4][CH2:3][CH:2]1[N:7]1[CH:11]=[CH:10][N:9]=[CH:8]1.[Li]CCCC.[CH3:17][C:18]1([CH3:21])[CH2:20][O:19]1.CO. The catalyst is C1COCC1. The product is [CH3:17][C:18]([OH:19])([CH3:21])[CH2:20][C:8]1[N:7]([CH:2]2[CH2:3][CH2:4][CH2:5][CH2:6][O:1]2)[CH:11]=[CH:10][N:9]=1. The yield is 0.750. (3) The reactants are Cl.[Cl:2][C:3]1[C:4]([F:29])=[C:5]([CH:26]=[CH:27][CH:28]=1)[NH:6][C:7]1[C:16]2[C:11](=[CH:12][C:13]([O:24][CH3:25])=[C:14]([O:17][CH2:18][C@@H:19]3[CH2:23][CH2:22][CH2:21][NH:20]3)[CH:15]=2)[N:10]=[CH:9][N:8]=1.[CH3:30][S:31](Cl)(=[O:33])=[O:32]. No catalyst specified. The product is [Cl:2][C:3]1[C:4]([F:29])=[C:5]([CH:26]=[CH:27][CH:28]=1)[NH:6][C:7]1[C:16]2[C:11](=[CH:12][C:13]([O:24][CH3:25])=[C:14]([O:17][CH2:18][C@@H:19]3[CH2:23][CH2:22][CH2:21][N:20]3[S:31]([CH3:30])(=[O:33])=[O:32])[CH:15]=2)[N:10]=[CH:9][N:8]=1. The yield is 0.610. (4) The reactants are Cl[C:2]1[N:11]=[CH:10][C:9]2[C:4](=[CH:5][CH:6]=[C:7]([O:12]C)[CH:8]=2)[N:3]=1.[C:14]([C:17]1[CH:22]=[CH:21][C:20](B(O)O)=[C:19]([F:26])[CH:18]=1)([OH:16])=[O:15]. No catalyst specified. The product is [F:26][C:19]1[CH:18]=[C:17]([CH:22]=[CH:21][C:20]=1[C:2]1[N:11]=[CH:10][C:9]2[C:4](=[CH:5][CH:6]=[C:7]([OH:12])[CH:8]=2)[N:3]=1)[C:14]([OH:16])=[O:15]. The yield is 0.380. (5) The reactants are FC(F)(F)C(O)=O.[Cl:8][C:9]1[CH:10]=[C:11](/[CH:29]=[CH:30]/[C:31]([O:33]C(C)(C)C)=[O:32])[CH:12]=[CH:13][C:14]=1[C:15](=[C:23]1[CH2:28][CH2:27][CH2:26][CH2:25][CH2:24]1)[C:16]1[CH:21]=[CH:20][C:19]([OH:22])=[CH:18][CH:17]=1. The catalyst is C(Cl)Cl. The product is [Cl:8][C:9]1[CH:10]=[C:11](/[CH:29]=[CH:30]/[C:31]([OH:33])=[O:32])[CH:12]=[CH:13][C:14]=1[C:15](=[C:23]1[CH2:28][CH2:27][CH2:26][CH2:25][CH2:24]1)[C:16]1[CH:21]=[CH:20][C:19]([OH:22])=[CH:18][CH:17]=1. The yield is 0.860. (6) The reactants are Cl.[Cl:2][C:3]1[CH:21]=[CH:20][CH:19]=[CH:18][C:4]=1[CH:5]([O:13][CH:14]1[CH2:17][NH:16][CH2:15]1)[C:6]1[CH:11]=[CH:10][C:9]([Cl:12])=[CH:8][CH:7]=1.C([N:24]([CH2:27][CH3:28])[CH2:25][CH3:26])C.[C:29](OCC)(=[O:31])[CH3:30]. The catalyst is ClCCl. The product is [N:24]1[CH:25]=[CH:26][C:30]([C:29]([N:16]2[CH2:17][CH:14]([O:13][CH:5]([C:6]3[CH:7]=[CH:8][C:9]([Cl:12])=[CH:10][CH:11]=3)[C:4]3[CH:18]=[CH:19][CH:20]=[CH:21][C:3]=3[Cl:2])[CH2:15]2)=[O:31])=[CH:28][CH:27]=1. The yield is 0.570. (7) The reactants are C(OC(=O)C)(=O)C.C[O:9][C:10]([C:12]1[S:13][CH:14]=[CH:15][C:16]=1[NH2:17])=O.C([O-])=O.[NH4+].[CH:22]([NH2:24])=O. The catalyst is C(O)=O. The product is [N:17]1[C:16]2[CH:15]=[CH:14][S:13][C:12]=2[C:10](=[O:9])[NH:24][CH:22]=1. The yield is 0.810.